Dataset: Forward reaction prediction with 1.9M reactions from USPTO patents (1976-2016). Task: Predict the product of the given reaction. (1) Given the reactants C(OC([NH:8][CH2:9][CH2:10][CH2:11][C@H:12]([NH:16][C:17]([C:19]1[C:20](=[O:34])[N:21]([CH2:25][C:26]2[CH:31]=[C:30]([F:32])[CH:29]=[C:28]([F:33])[CH:27]=2)[CH:22]=[CH:23][CH:24]=1)=[O:18])[C:13]([OH:15])=[O:14])=O)(C)(C)C.[C:35]([OH:41])([C:37]([F:40])([F:39])[F:38])=[O:36], predict the reaction product. The product is: [NH2:8][CH2:9][CH2:10][CH2:11][C@H:12]([NH:16][C:17]([C:19]1[C:20](=[O:34])[N:21]([CH2:25][C:26]2[CH:31]=[C:30]([F:32])[CH:29]=[C:28]([F:33])[CH:27]=2)[CH:22]=[CH:23][CH:24]=1)=[O:18])[C:13]([OH:15])=[O:14].[C:35]([OH:41])([C:37]([F:40])([F:39])[F:38])=[O:36]. (2) Given the reactants Br[C:2]1[CH:7]=[C:6]([CH3:8])[C:5]([Br:9])=[CH:4][N:3]=1.[NH:10]1[CH2:15][CH2:14][S:13](=[O:17])(=[O:16])[CH2:12][CH2:11]1.CC1(C)C2C(=C(P(C3C=CC=CC=3)C3C=CC=CC=3)C=CC=2)OC2C(P(C3C=CC=CC=3)C3C=CC=CC=3)=CC=CC1=2.CC([O-])(C)C.[Na+], predict the reaction product. The product is: [Br:9][C:5]1[C:6]([CH3:8])=[CH:7][C:2]([N:10]2[CH2:15][CH2:14][S:13](=[O:17])(=[O:16])[CH2:12][CH2:11]2)=[N:3][CH:4]=1. (3) Given the reactants [NH2:1][C:2]1[C:10]2[C:5](=[N:6][CH:7]=[C:8]([Br:25])[C:9]=2[N:11]2[CH2:16][CH2:15][CH2:14][C@@H:13]([NH:17][C:18](=[O:24])[O:19][C:20]([CH3:23])([CH3:22])[CH3:21])[CH2:12]2)[NH:4][CH:3]=1.C([O:29][C@@H:30]([CH3:34])[C:31](O)=[O:32])(=O)C.C1N(P(Cl)(N2C(=O)OCC2)=O)C(=O)OC1.C(N(CC)CC)C.[Li+].[OH-], predict the reaction product. The product is: [Br:25][C:8]1[C:9]([N:11]2[CH2:16][CH2:15][CH2:14][C@@H:13]([NH:17][C:18](=[O:24])[O:19][C:20]([CH3:21])([CH3:22])[CH3:23])[CH2:12]2)=[C:10]2[C:2]([NH:1][C:31](=[O:32])[C@@H:30]([OH:29])[CH3:34])=[CH:3][NH:4][C:5]2=[N:6][CH:7]=1.